This data is from Full USPTO retrosynthesis dataset with 1.9M reactions from patents (1976-2016). The task is: Predict the reactants needed to synthesize the given product. Given the product [CH2:7]([N:14]1[CH:22]=[C:21]2[C:16]([CH:17]=[C:18]([CH2:23][OH:24])[CH:19]=[CH:20]2)=[N:15]1)[C:8]1[CH:9]=[CH:10][CH:11]=[CH:12][CH:13]=1, predict the reactants needed to synthesize it. The reactants are: [H-].[H-].[H-].[H-].[Li+].[Al+3].[CH2:7]([N:14]1[CH:22]=[C:21]2[C:16]([CH:17]=[C:18]([C:23](OC)=[O:24])[CH:19]=[CH:20]2)=[N:15]1)[C:8]1[CH:13]=[CH:12][CH:11]=[CH:10][CH:9]=1.O.